This data is from CYP1A2 inhibition data for predicting drug metabolism from PubChem BioAssay. The task is: Regression/Classification. Given a drug SMILES string, predict its absorption, distribution, metabolism, or excretion properties. Task type varies by dataset: regression for continuous measurements (e.g., permeability, clearance, half-life) or binary classification for categorical outcomes (e.g., BBB penetration, CYP inhibition). Dataset: cyp1a2_veith. (1) The molecule is FC(F)(F)c1ccccc1-c1nc(N2CCNCC2)c2ccccc2n1. The result is 1 (inhibitor). (2) The compound is COc1ccc(S(N)(=O)=O)cc1C(=O)NCCCN1CCN(c2cccc(Cl)c2)CC1.CS(=O)(=O)O. The result is 0 (non-inhibitor). (3) The drug is CN1CCc2c(cc(O)c(O)c2Cl)[C@H](c2cccc(Cl)c2)C1. The result is 0 (non-inhibitor). (4) The drug is CCN(CC)C(=O)Cn1cc(/C=C(\C#N)C(=O)N2CCN(c3ccccc3)CC2)c2ccccc21. The result is 0 (non-inhibitor). (5) The molecule is CCCCc1n[nH]c2c1/C(=N/O)CC(c1ccccc1)C2. The result is 1 (inhibitor). (6) The molecule is CC1=C(C(=O)Nc2ccccc2)C(c2ccco2)NC(=S)N1. The result is 0 (non-inhibitor). (7) The result is 0 (non-inhibitor). The compound is CC(C)CC(=O)N1CCC(O)(CS(=O)(=O)Cc2ccc(Cl)cc2)CC1. (8) The compound is Cc1noc(C)c1-c1nccc(NCCN2CCOCC2)n1. The result is 1 (inhibitor). (9) The molecule is CCC(=O)Nc1nnc(SCC(=O)c2ccc3c(c2)Cc2ccccc2-3)s1. The result is 1 (inhibitor). (10) The molecule is COc1ccc(C2C3=C(CC(C)(C)CC3=O)Oc3ncn(CC(C)C)c(=N)c32)cc1. The result is 0 (non-inhibitor).